Dataset: TCR-epitope binding with 47,182 pairs between 192 epitopes and 23,139 TCRs. Task: Binary Classification. Given a T-cell receptor sequence (or CDR3 region) and an epitope sequence, predict whether binding occurs between them. (1) The epitope is DATYQRTRALVR. The TCR CDR3 sequence is CASSFGGSTEAFF. Result: 0 (the TCR does not bind to the epitope). (2) The epitope is SQASSRSSSR. The TCR CDR3 sequence is CASSFPPTGSGSGETQYF. Result: 0 (the TCR does not bind to the epitope). (3) The epitope is ISPRTLNAW. The TCR CDR3 sequence is CASSPADSQETQYF. Result: 1 (the TCR binds to the epitope). (4) The epitope is TLDSKTQSL. The TCR CDR3 sequence is CASSFGMAWDRVNTEAFF. Result: 1 (the TCR binds to the epitope).